From a dataset of Catalyst prediction with 721,799 reactions and 888 catalyst types from USPTO. Predict which catalyst facilitates the given reaction. (1) Reactant: C(OC(=O)[NH:7][C@@H:8]([CH2:25][C@H:26]([CH2:30][C:31]1[CH:36]=[CH:35][C:34]([CH3:37])=[C:33]([O:38][CH2:39][CH2:40][CH2:41][O:42][CH3:43])[CH:32]=1)[CH:27]([CH3:29])[CH3:28])[C@@H:9]([OH:24])[CH2:10][C@H:11]([C:15](=[O:23])[NH:16][CH2:17][C@H:18]1[CH2:22][CH2:21][CH2:20][O:19]1)[CH:12]([CH3:14])[CH3:13])(C)(C)C.Cl. Product: [O:19]1[CH2:20][CH2:21][CH2:22][C@@H:18]1[CH2:17][NH:16][C:15](=[O:23])[C@H:11]([CH:12]([CH3:14])[CH3:13])[CH2:10][C@H:9]([OH:24])[C@@H:8]([NH2:7])[CH2:25][C@H:26]([CH2:30][C:31]1[CH:36]=[CH:35][C:34]([CH3:37])=[C:33]([O:38][CH2:39][CH2:40][CH2:41][O:42][CH3:43])[CH:32]=1)[CH:27]([CH3:29])[CH3:28]. The catalyst class is: 12. (2) Reactant: [CH2:1]([O:8][C:9]([NH:11][C@@H:12]([CH2:17][CH2:18][CH2:19][NH:20][C:21]([O:23][C:24]([CH3:27])([CH3:26])[CH3:25])=[O:22])[CH2:13][C:14]([OH:16])=O)=[O:10])[C:2]1[CH:7]=[CH:6][CH:5]=[CH:4][CH:3]=1.[NH2:28][CH2:29][C@@H:30]([NH:42][C:43]([O:45][C:46]([CH3:49])([CH3:48])[CH3:47])=[O:44])[CH2:31][CH2:32][CH2:33][NH:34][C:35](=[O:41])[O:36][C:37]([CH3:40])([CH3:39])[CH3:38].C(Cl)CCl.C1C=CC2N(O)N=NC=2C=1. Product: [C:46]([O:45][C:43]([NH:42][C@@H:30]([CH2:31][CH2:32][CH2:33][NH:34][C:35]([O:36][C:37]([CH3:40])([CH3:39])[CH3:38])=[O:41])[CH2:29][NH:28][C:14](=[O:16])[CH2:13][C@@H:12]([NH:11][C:9](=[O:10])[O:8][CH2:1][C:2]1[CH:3]=[CH:4][CH:5]=[CH:6][CH:7]=1)[CH2:17][CH2:18][CH2:19][NH:20][C:21]([O:23][C:24]([CH3:27])([CH3:26])[CH3:25])=[O:22])=[O:44])([CH3:48])([CH3:49])[CH3:47]. The catalyst class is: 9. (3) Reactant: [NH2:1][C:2]1[CH:3]=[C:4]([OH:9])[CH:5]=[CH:6][C:7]=1[F:8].[H-].[Na+].[CH3:12][O:13][C:14](=[O:17])[CH2:15]Br.[Cl-].[NH4+]. Product: [CH3:12][O:13][C:14](=[O:17])[CH2:15][O:9][C:4]1[CH:5]=[CH:6][C:7]([F:8])=[C:2]([NH2:1])[CH:3]=1. The catalyst class is: 9. (4) Reactant: C(S)C(O)C(O)CS.[CH:9]1([N:15]([CH:27]2[CH2:32][CH2:31][CH2:30][CH2:29][CH2:28]2)[C:16]([NH:18][C:19]2[S:20][C:21]([S:24]C#N)=[CH:22][N:23]=2)=[O:17])[CH2:14][CH2:13][CH2:12][CH2:11][CH2:10]1.C([O-])([O-])=O.[K+].[K+].Br[C:40]([CH3:47])([CH3:46])[C:41]([O:43][CH2:44][CH3:45])=[O:42]. Product: [CH2:44]([O:43][C:41](=[O:42])[C:40]([S:24][C:21]1[S:20][C:19]([NH:18][C:16]([N:15]([CH:9]2[CH2:14][CH2:13][CH2:12][CH2:11][CH2:10]2)[CH:27]2[CH2:32][CH2:31][CH2:30][CH2:29][CH2:28]2)=[O:17])=[N:23][CH:22]=1)([CH3:47])[CH3:46])[CH3:45]. The catalyst class is: 5. (5) Reactant: [CH3:1][C:2]1[C:10]2[NH:9][CH:8]=[CH:7][C:6]=2[C:5]([C:11]([O:13][CH3:14])=[O:12])=[CH:4][CH:3]=1.[H-].[Na+].I[CH:18]([CH3:20])[CH3:19].BrC(C)C. Product: [CH3:1][C:2]1[C:10]2[N:9]([CH:18]([CH3:20])[CH3:19])[CH:8]=[CH:7][C:6]=2[C:5]([C:11]([O:13][CH3:14])=[O:12])=[CH:4][CH:3]=1. The catalyst class is: 3. (6) Reactant: I[C:2]1[CH:11]=[CH:10][C:5]([C:6]([O:8][CH3:9])=[O:7])=[CH:4][CH:3]=1.C([Mg]Cl)(C)C.[CH2:17]1[CH:21]2[CH2:22][C:23](=[O:24])[CH:19]([CH2:20]2)[CH2:18]1.[Cl-].[NH4+]. Product: [OH:24][C:23]1([C:2]2[CH:11]=[CH:10][C:5]([C:6]([O:8][CH3:9])=[O:7])=[CH:4][CH:3]=2)[CH2:22][CH:21]2[CH2:20][CH:19]1[CH2:18][CH2:17]2. The catalyst class is: 49. (7) Reactant: [OH:1][C:2]1[CH:7]=[CH:6][C:5]([CH2:8][CH2:9][CH:10]([CH2:15][CH2:16][CH2:17][C:18]2[CH:23]=[CH:22][CH:21]=[CH:20][CH:19]=2)[C:11]([O:13][CH3:14])=[O:12])=[CH:4][CH:3]=1.N1C=CC=CC=1.[C:30]1(B(O)O)[CH:35]=[CH:34][CH:33]=[CH:32][CH:31]=1.O. Product: [O:1]([C:2]1[CH:3]=[CH:4][C:5]([CH2:8][CH2:9][CH:10]([CH2:15][CH2:16][CH2:17][C:18]2[CH:19]=[CH:20][CH:21]=[CH:22][CH:23]=2)[C:11]([O:13][CH3:14])=[O:12])=[CH:6][CH:7]=1)[C:30]1[CH:35]=[CH:34][CH:33]=[CH:32][CH:31]=1. The catalyst class is: 749.